Dataset: Reaction yield outcomes from USPTO patents with 853,638 reactions. Task: Predict the reaction yield, written as a fraction of the theoretical maximum amount of product (1.0 means a 100% yield; for example, 0.34 means a 34% yield). (1) The reactants are Cl.[C:2]([O:5][CH2:6][CH2:7][C@@H:8]([C:10]([OH:12])=[O:11])[NH2:9])(=[O:4])[CH3:3].[C:13](=[O:16])([O-])O.[Na+].ClC([O:21][CH2:22][C:23]1[CH:28]=[CH:27][CH:26]=[CH:25][CH:24]=1)=O. The catalyst is O. The product is [CH2:22]([O:21][NH:9][C@H:8]([C:10]([OH:12])=[O:11])[C:7](=[C:13]=[O:16])[CH2:6][O:5][C:2](=[O:4])[CH3:3])[C:23]1[CH:28]=[CH:27][CH:26]=[CH:25][CH:24]=1. The yield is 0.930. (2) The reactants are [NH2:1][C:2]1[CH:3]=[CH:4][C:5]([F:14])=[C:6]([N:8]2[CH2:12][CH2:11][CH2:10][C:9]2=[O:13])[CH:7]=1.[Cl:15][C:16]1[CH:23]=[CH:22][C:19]([CH:20]=O)=[CH:18][CH:17]=1.C(O[BH-](OC(=O)C)OC(=O)C)(=O)C.[Na+]. The catalyst is ClCCl. The product is [Cl:15][C:16]1[CH:23]=[CH:22][C:19]([CH2:20][NH:1][C:2]2[CH:3]=[CH:4][C:5]([F:14])=[C:6]([N:8]3[CH2:12][CH2:11][CH2:10][C:9]3=[O:13])[CH:7]=2)=[CH:18][CH:17]=1. The yield is 0.440. (3) The reactants are [CH:1]([N:4]1[C:8]([C:9]2[N:18]=[C:17]3[N:11]([CH2:12][CH2:13][O:14][C:15]4[CH:22]=[C:21](O)[N:20]=[CH:19][C:16]=43)[CH:10]=2)=[N:7][C:6]([CH3:24])=[N:5]1)([CH3:3])[CH3:2].[NH:25]1[CH2:32][CH2:31][CH2:30][C@H:26]1[C:27]([NH2:29])=[O:28]. No catalyst specified. The product is [CH:1]([N:4]1[C:8]([C:9]2[N:18]=[C:17]3[C:16]4[CH:19]=[N:20][C:21]([N:25]5[CH2:32][CH2:31][CH2:30][C@H:26]5[C:27]([NH2:29])=[O:28])=[CH:22][C:15]=4[O:14][CH2:13][CH2:12][N:11]3[CH:10]=2)=[N:7][C:6]([CH3:24])=[N:5]1)([CH3:2])[CH3:3]. The yield is 0.670. (4) The reactants are [CH3:1][O:2][C:3]1[C:11]([CH3:12])=[C:10]2[C:6]([C:7](=[O:13])[O:8][CH2:9]2)=[C:5]([O:14][CH2:15][CH2:16][Si:17]([CH3:20])([CH3:19])[CH3:18])[C:4]=1[CH2:21][CH:22]=[C:23]([CH3:26])[CH:24]=O.C(O)(=O)C(O)=O.[CH2:33]([O:35][P:36]([CH2:41][CH2:42][NH2:43])(=[O:40])[O:37][CH2:38][CH3:39])[CH3:34].C(O[BH-](OC(=O)C)OC(=O)C)(=O)C.[Na+].C(O)(=O)C. The catalyst is CN(C=O)C. The product is [CH2:38]([O:37][P:36]([CH2:41][CH2:42][NH:43][CH2:24][C:23]([CH3:26])=[CH:22][CH2:21][C:4]1[C:5]([O:14][CH2:15][CH2:16][Si:17]([CH3:20])([CH3:18])[CH3:19])=[C:6]2[C:10](=[C:11]([CH3:12])[C:3]=1[O:2][CH3:1])[CH2:9][O:8][C:7]2=[O:13])(=[O:40])[O:35][CH2:33][CH3:34])[CH3:39]. The yield is 0.960. (5) The reactants are [CH:1]1([OH:6])[CH2:5][CH:4]=[CH:3][CH2:2]1.N1C=CN=C1.[C:12]([Si:16](Cl)([CH3:18])[CH3:17])([CH3:15])([CH3:14])[CH3:13]. The catalyst is CN(C=O)C.C(OCC)(=O)C. The product is [C:12]([Si:16]([O:6][CH:1]1[CH2:5][CH:4]=[CH:3][CH2:2]1)([CH3:18])[CH3:17])([CH3:15])([CH3:14])[CH3:13]. The yield is 0.730. (6) The reactants are C(OC([N:8](C(OC(C)(C)C)=O)[C:9]1[CH:18]=[CH:17][C:16]([OH:19])=[CH:15][C:10]=1[C:11]([O:13][CH3:14])=[O:12])=O)(C)(C)C.[H-].[Na+].CI.Cl.[C:32](OCC)(=O)C. The catalyst is O1CCCC1.[Cl-].[NH4+]. The product is [NH2:8][C:9]1[CH:18]=[CH:17][C:16]([O:19][CH3:32])=[CH:15][C:10]=1[C:11]([O:13][CH3:14])=[O:12]. The yield is 0.700.